This data is from Reaction yield outcomes from USPTO patents with 853,638 reactions. The task is: Predict the reaction yield, written as a fraction of the theoretical maximum amount of product (1.0 means a 100% yield; for example, 0.34 means a 34% yield). The reactants are [NH2:1][C:2]1[N:7]=[C:6]([NH:8][C@H:9]2[CH2:14][CH2:13][C@H:12]([OH:15])[CH2:11][CH2:10]2)[C:5](Br)=[C:4]([CH3:17])[N:3]=1.C1(C)C=CC=CC=1P(C1C=CC=CC=1C)C1C=CC=CC=1C.[C:40]([O:44][CH2:45][CH3:46])(=[O:43])[CH:41]=[CH2:42]. The catalyst is C(N(CC)CC)C.C([O-])(=O)C.[Pd+2].C([O-])(=O)C. The product is [NH2:1][C:2]1[N:7]=[C:6]([NH:8][C@H:9]2[CH2:14][CH2:13][C@H:12]([OH:15])[CH2:11][CH2:10]2)[C:5](/[CH:42]=[CH:41]/[C:40]([O:44][CH2:45][CH3:46])=[O:43])=[C:4]([CH3:17])[N:3]=1. The yield is 0.520.